Predict the reaction yield, written as a fraction of the theoretical maximum amount of product (1.0 means a 100% yield; for example, 0.34 means a 34% yield). From a dataset of Reaction yield outcomes from USPTO patents with 853,638 reactions. (1) The reactants are [CH3:1][C:2]1[C:6]2[CH:7]=[CH:8][CH:9]=[CH:10][C:5]=2[O:4][C:3]=1[C:11]([OH:13])=O.Cl.[CH3:15][NH:16][O:17][CH3:18].O.ON1C2C=CC=CC=2N=N1.Cl.C(N=C=NCCCN(C)C)C.Cl. The catalyst is C(N(CC)CC)C.CN(C)C=O. The product is [CH3:18][O:17][N:16]([CH3:15])[C:11]([C:3]1[O:4][C:5]2[CH:10]=[CH:9][CH:8]=[CH:7][C:6]=2[C:2]=1[CH3:1])=[O:13]. The yield is 0.870. (2) The reactants are [CH3:1][O:2][C:3]1[CH:8]=[CH:7][C:6]([CH2:9][NH2:10])=[CH:5][CH:4]=1.Cl[C:12](=[O:18])[C:13](OCC)=[O:14].[CH3:19][O:20][CH:21]([O:24][CH3:25])[CH2:22][NH2:23].C(N(CC)C(C)C)(C)C.C([O-])(O)=O.[Na+]. The catalyst is C1COCC1.CCOC(C)=O. The product is [CH3:19][O:20][CH:21]([O:24][CH3:25])[CH2:22][NH:23][C:12](=[O:18])[C:13]([NH:10][CH2:9][C:6]1[CH:7]=[CH:8][C:3]([O:2][CH3:1])=[CH:4][CH:5]=1)=[O:14]. The yield is 0.351. (3) The reactants are [CH3:1][N:2]([CH3:12])[CH2:3][C@H:4]([C:6]1[CH:11]=[CH:10][CH:9]=[CH:8][CH:7]=1)[OH:5].C(N(CC)CC)C.Cl[C:21](OC1C=CC([N+]([O-])=O)=CC=1)=[O:22].CCN(C(C)C)C(C)C.Cl.Cl.[NH2:44][C:45]1[C:46]2[CH2:57][NH:56][C:55]([CH3:59])([CH3:58])[C:47]=2[N:48]([C:50]([O:52][CH2:53][CH3:54])=[O:51])[N:49]=1. The catalyst is ClCCCl.ClCCl. The product is [NH2:44][C:45]1[C:46]2[CH2:57][N:56]([C:21]([O:5][C@@H:4]([C:6]3[CH:11]=[CH:10][CH:9]=[CH:8][CH:7]=3)[CH2:3][N:2]([CH3:12])[CH3:1])=[O:22])[C:55]([CH3:58])([CH3:59])[C:47]=2[N:48]([C:50]([O:52][CH2:53][CH3:54])=[O:51])[N:49]=1. The yield is 0.100. (4) The reactants are CC([O:5][C:6](=[O:18])[CH2:7][S:8][C:9]1[S:13][C:12]([NH:14][C:15](=[O:17])[CH3:16])=[N:11][CH:10]=1)(C)C. The catalyst is C(Cl)Cl.FC(F)(F)C(O)=O. The product is [C:15]([NH:14][C:12]1[S:13][C:9]([S:8][CH2:7][C:6]([OH:18])=[O:5])=[CH:10][N:11]=1)(=[O:17])[CH3:16]. The yield is 0.970. (5) The reactants are [Cl:1][C:2]1[CH:26]=[CH:25][C:5]([CH2:6][C:7]2[C:20]([OH:21])=[C:19]([C:22]([OH:24])=[O:23])[C:18]3[C:9](=[C:10]4[C:15](=[CH:16][CH:17]=3)[CH2:14][CH2:13][NH:12][CH2:11]4)[N:8]=2)=[CH:4][CH:3]=1.C(O)(=O)C.C(N(CC)CC)C.[O:38]([C:40]#[N:41])[K].N1C=CC=CC=1. No catalyst specified. The product is [C:40]([N:12]1[CH2:11][C:10]2[C:15](=[CH:16][CH:17]=[C:18]3[C:9]=2[N:8]=[C:7]([CH2:6][C:5]2[CH:4]=[CH:3][C:2]([Cl:1])=[CH:26][CH:25]=2)[C:20]([OH:21])=[C:19]3[C:22]([OH:24])=[O:23])[CH2:14][CH2:13]1)(=[O:38])[NH2:41]. The yield is 0.220. (6) The reactants are [CH3:1][C:2]1[N:3]=[C:4]([NH:10][C:11]2[CH:16]=[CH:15][CH:14]=[CH:13][C:12]=2[N+:17]([O-])=O)[S:5][C:6]=1[C:7]([O-:9])=[O:8].[Sn](Cl)Cl.C(=O)([O-])[O-].[Na+].[Na+].O1CC[CH2:31][CH2:30]1. No catalyst specified. The product is [NH2:17][C:12]1[CH:13]=[CH:14][CH:15]=[CH:16][C:11]=1[NH:10][C:4]1[S:5][C:6]([C:7]([O:9][CH2:30][CH3:31])=[O:8])=[C:2]([CH3:1])[N:3]=1. The yield is 0.770.